This data is from Full USPTO retrosynthesis dataset with 1.9M reactions from patents (1976-2016). The task is: Predict the reactants needed to synthesize the given product. (1) Given the product [F:9][C:4]1[CH:3]=[C:2]([N:13]2[CH:12]=[C:11]([CH3:10])[CH:15]=[N:14]2)[CH:7]=[CH:6][C:5]=1[OH:8], predict the reactants needed to synthesize it. The reactants are: Br[C:2]1[CH:7]=[CH:6][C:5]([OH:8])=[C:4]([F:9])[CH:3]=1.[CH3:10][C:11]1[CH:12]=[N:13][NH:14][CH:15]=1.P([O-])([O-])([O-])=O.[K+].[K+].[K+].CNCCNC.Cl. (2) Given the product [N:1]1[C:5]2[CH:6]=[CH:7][CH:8]=[CH:9][C:4]=2[NH:3][C:2]=1[CH2:10][N:11]([CH2:12][CH2:13][CH:14]([CH3:16])[CH3:15])[C:26]([C:25]1[CH:29]=[CH:30][C:31]([O:35][CH3:36])=[C:32]([O:33][CH3:34])[C:24]=1[Cl:23])=[O:27], predict the reactants needed to synthesize it. The reactants are: [N:1]1[C:5]2[CH:6]=[CH:7][CH:8]=[CH:9][C:4]=2[NH:3][C:2]=1[CH2:10][NH:11][CH2:12][CH2:13][CH:14]([CH3:16])[CH3:15].C([O-])([O-])=O.[Na+].[Na+].[Cl:23][C:24]1[C:32]([O:33][CH3:34])=[C:31]([O:35][CH3:36])[CH:30]=[CH:29][C:25]=1[C:26](Cl)=[O:27]. (3) The reactants are: [C:1]1([C:14]([OH:16])=O)[C:13]2[NH:12][C:11]3[C:6](=[CH:7][CH:8]=[CH:9][CH:10]=3)[C:5]=2[CH:4]=[CH:3][CH:2]=1.[CH3:17][C:18]1[N:19]=[CH:20][N:21]([C:24]2[CH:25]=[C:26]([CH:28]=[CH:29][CH:30]=2)[NH2:27])[C:22]=1[CH3:23].Cl.C(N=C=NCCCN(C)C)C. Given the product [CH3:17][C:18]1[N:19]=[CH:20][N:21]([C:24]2[CH:25]=[C:26]([NH:27][C:14]([C:1]3[C:13]4[NH:12][C:11]5[C:6](=[CH:7][CH:8]=[CH:9][CH:10]=5)[C:5]=4[CH:4]=[CH:3][CH:2]=3)=[O:16])[CH:28]=[CH:29][CH:30]=2)[C:22]=1[CH3:23], predict the reactants needed to synthesize it.